The task is: Regression. Given a peptide amino acid sequence and an MHC pseudo amino acid sequence, predict their binding affinity value. This is MHC class II binding data.. This data is from Peptide-MHC class II binding affinity with 134,281 pairs from IEDB. (1) The peptide sequence is SLAEGIVLASA. The MHC is DRB5_0101 with pseudo-sequence DRB5_0101. The binding affinity (normalized) is 0. (2) The peptide sequence is SFKVAFSKHYKDIVV. The MHC is DRB1_0101 with pseudo-sequence DRB1_0101. The binding affinity (normalized) is 0.481. (3) The peptide sequence is SPLTASKLTYENVKM. The MHC is DRB1_0101 with pseudo-sequence DRB1_0101. The binding affinity (normalized) is 0.556. (4) The peptide sequence is EGTKVTFHVEKGSNP. The MHC is HLA-DQA10102-DQB10502 with pseudo-sequence HLA-DQA10102-DQB10502. The binding affinity (normalized) is 0. (5) The peptide sequence is EHKYFAATQFEPLAA. The MHC is HLA-DPA10201-DPB10101 with pseudo-sequence HLA-DPA10201-DPB10101. The binding affinity (normalized) is 0.818. (6) The peptide sequence is KRVVASLMRGLSSRK. The MHC is DRB1_0801 with pseudo-sequence DRB1_0801. The binding affinity (normalized) is 0.594. (7) The peptide sequence is GELQIVDKIDAAFPI. The MHC is DRB1_0101 with pseudo-sequence DRB1_0101. The binding affinity (normalized) is 0.542. (8) The peptide sequence is RNVFDEVIPTAFKIG. The MHC is HLA-DPA10201-DPB10101 with pseudo-sequence HLA-DPA10201-DPB10101. The binding affinity (normalized) is 0.333.